Dataset: Forward reaction prediction with 1.9M reactions from USPTO patents (1976-2016). Task: Predict the product of the given reaction. (1) Given the reactants [F:1][C:2]1[CH:3]=[C:4]([CH:14]=[CH:15][C:16]=1[F:17])[C:5]([NH:7][C@@H:8]1[CH2:13][CH2:12][CH2:11][NH:10][CH2:9]1)=[O:6].[C:18]([N:23]1[CH2:28][CH2:27][C:26](=O)[CH2:25][CH2:24]1)([O:20][CH2:21][CH3:22])=[O:19].[N-]=C=O, predict the reaction product. The product is: [F:1][C:2]1[CH:3]=[C:4]([CH:14]=[CH:15][C:16]=1[F:17])[C:5]([NH:7][C@@H:8]1[CH2:13][CH2:12][CH2:11][N:10]([CH:26]2[CH2:27][CH2:28][N:23]([C:18]([O:20][CH2:21][CH3:22])=[O:19])[CH2:24][CH2:25]2)[CH2:9]1)=[O:6]. (2) Given the reactants Br[C:2]1[C:3]([N:22]2[CH2:26][CH2:25][C@@H:24]([OH:27])[CH2:23]2)=[N:4][CH:5]=[C:6]([CH:21]=1)[C:7]([NH:9][C:10]1[CH:15]=[CH:14][C:13]([O:16][C:17]([F:20])([F:19])[F:18])=[CH:12][CH:11]=1)=[O:8].[CH:28]1[C:37]2[C:32](=[CH:33][CH:34]=[C:35](B(O)O)[CH:36]=2)[CH:31]=[CH:30][N:29]=1.C([O-])([O-])=O.[Na+].[Na+], predict the reaction product. The product is: [OH:27][C@@H:24]1[CH2:25][CH2:26][N:22]([C:3]2[C:2]([C:35]3[CH:36]=[C:37]4[C:32]([CH:31]=[CH:30][N:29]=[CH:28]4)=[CH:33][CH:34]=3)=[CH:21][C:6]([C:7]([NH:9][C:10]3[CH:15]=[CH:14][C:13]([O:16][C:17]([F:20])([F:19])[F:18])=[CH:12][CH:11]=3)=[O:8])=[CH:5][N:4]=2)[CH2:23]1. (3) Given the reactants [CH3:1][O:2][C:3](=[O:37])[C@H:4]([CH2:22][C:23]1[CH:28]=[CH:27][C:26]([C:29]2[CH:34]=[CH:33][CH:32]=[CH:31][C:30]=2[O:35][CH3:36])=[CH:25][CH:24]=1)[NH:5][C:6](=[O:21])[C:7]1[CH:12]=[CH:11][C:10]([C:13]([O:15]C(C)(C)C)=[O:14])=[CH:9][C:8]=1[Cl:20].C(O)(C(F)(F)F)=O, predict the reaction product. The product is: [CH3:1][O:2][C:3](=[O:37])[C@H:4]([CH2:22][C:23]1[CH:28]=[CH:27][C:26]([C:29]2[CH:34]=[CH:33][CH:32]=[CH:31][C:30]=2[O:35][CH3:36])=[CH:25][CH:24]=1)[NH:5][C:6](=[O:21])[C:7]1[CH:12]=[CH:11][C:10]([C:13]([OH:15])=[O:14])=[CH:9][C:8]=1[Cl:20]. (4) Given the reactants C(Cl)(=O)C(Cl)=O.CS(C)=O.[OH:11][CH2:12][CH:13]1[N:17]([CH3:18])[C:16](=[O:19])[CH2:15][CH:14]1[C:20]1[CH:25]=[CH:24][CH:23]=[CH:22][CH:21]=1.CCN(C(C)C)C(C)C, predict the reaction product. The product is: [CH:12]([CH:13]1[N:17]([CH3:18])[C:16](=[O:19])[CH2:15][CH:14]1[C:20]1[CH:25]=[CH:24][CH:23]=[CH:22][CH:21]=1)=[O:11].